From a dataset of Full USPTO retrosynthesis dataset with 1.9M reactions from patents (1976-2016). Predict the reactants needed to synthesize the given product. (1) The reactants are: CC(C)=[O:3].OS(O)(=O)=O.O=[Cr](=O)=O.[CH3:14][O:15][C:16]([C:18]1[O:19][C:20]([CH3:25])=[C:21]([CH2:23][OH:24])[CH:22]=1)=[O:17]. Given the product [CH3:14][O:15][C:16]([C:18]1[O:19][C:20]([CH3:25])=[C:21]([C:23]([OH:3])=[O:24])[CH:22]=1)=[O:17], predict the reactants needed to synthesize it. (2) The reactants are: CN[CH2:3][C:4]1[CH:9]=[CH:8][CH:7]=[CH:6][CH:5]=1.[CH3:10][O:11][C:12]([CH2:14][C@@H:15]([CH2:35][CH:36]([CH3:38])[CH3:37])[C:16]([NH:18][CH:19]([C:23]1[CH:28]=[CH:27][C:26]([C:29]2[CH:34]=[CH:33][CH:32]=[CH:31][CH:30]=2)=[CH:25][CH:24]=1)[C:20]([OH:22])=[O:21])=[O:17])=[O:13].C(Cl)CCl.C1C=CC2N(O)N=NC=2C=1.CN1CCOCC1. Given the product [CH3:37][CH:36]([CH3:38])[CH2:35][C@@H:15]([C:16](=[O:17])[NH:18][CH:19]([C:20]([O:22][CH2:3][C:4]1[CH:9]=[CH:8][CH:7]=[CH:6][CH:5]=1)=[O:21])[C:23]1[CH:24]=[CH:25][C:26]([C:29]2[CH:34]=[CH:33][CH:32]=[CH:31][CH:30]=2)=[CH:27][CH:28]=1)[CH2:14][C:12]([O:11][CH3:10])=[O:13], predict the reactants needed to synthesize it. (3) Given the product [CH3:1][O:2][C:3]([C:5]1[N:6]([CH2:20][C:21]2[CH:25]=[C:24]([C:26]3[S:27][C:28]([Cl:31])=[CH:29][CH:30]=3)[O:23][N:22]=2)[C:7]([CH2:10][O:11][CH3:12])=[N:8][CH:9]=1)=[O:4], predict the reactants needed to synthesize it. The reactants are: [CH3:1][O:2][C:3]([C:5]1[NH:6][C:7]([CH2:10][O:11][CH3:12])=[N:8][CH:9]=1)=[O:4].C(=O)([O-])[O-].[Cs+].[Cs+].Br[CH2:20][C:21]1[CH:25]=[C:24]([C:26]2[S:27][C:28]([Cl:31])=[CH:29][CH:30]=2)[O:23][N:22]=1.O. (4) Given the product [Cl:1][C:2]1[CH:7]=[CH:6][CH:5]=[CH:4][C:3]=1[NH:8][C:9](=[O:33])[NH:10][C:11]1[CH:16]=[CH:15][C:14]([C:17]2[N:18]=[C:19]([C:22]([NH:24][CH:25]([CH:30]([CH3:31])[CH3:32])[C:26]([OH:28])=[O:27])=[O:23])[S:20][CH:21]=2)=[CH:13][CH:12]=1, predict the reactants needed to synthesize it. The reactants are: [Cl:1][C:2]1[CH:7]=[CH:6][CH:5]=[CH:4][C:3]=1[NH:8][C:9](=[O:33])[NH:10][C:11]1[CH:16]=[CH:15][C:14]([C:17]2[N:18]=[C:19]([C:22]([NH:24][CH:25]([CH:30]([CH3:32])[CH3:31])[C:26]([O:28]C)=[O:27])=[O:23])[S:20][CH:21]=2)=[CH:13][CH:12]=1.